Dataset: Forward reaction prediction with 1.9M reactions from USPTO patents (1976-2016). Task: Predict the product of the given reaction. (1) Given the reactants [C:1]([O:5][C:6](=[O:29])[CH2:7][CH:8]([NH:15][S:16]([C:19]1[CH:24]=[CH:23][C:22]([C:25](=[O:27])[NH2:26])=[CH:21][C:20]=1[OH:28])(=[O:18])=[O:17])[C:9]([N:11]([O:13][CH3:14])[CH3:12])=[O:10])([CH3:4])([CH3:3])[CH3:2].C1(P(C2C=CC=CC=2)C2C=CC=CC=2)C=CC=CC=1.[N:49]1[C:58]2[C:53](=[C:54]([CH2:59][CH2:60]O)[CH:55]=[CH:56][CH:57]=2)[CH:52]=[CH:51][CH:50]=1.N(C(OCC)=O)=NC(OCC)=O, predict the reaction product. The product is: [C:1]([O:5][C:6](=[O:29])[CH2:7][CH:8]([NH:15][S:16]([C:19]1[CH:24]=[CH:23][C:22]([C:25](=[O:27])[NH2:26])=[CH:21][C:20]=1[O:28][CH2:60][CH2:59][C:54]1[CH:55]=[CH:56][CH:57]=[C:58]2[C:53]=1[CH:52]=[CH:51][CH:50]=[N:49]2)(=[O:18])=[O:17])[C:9]([N:11]([O:13][CH3:14])[CH3:12])=[O:10])([CH3:4])([CH3:2])[CH3:3]. (2) Given the reactants [Cl:1][C:2]1[CH:3]=[CH:4][C:5]([O:31][CH3:32])=[C:6]([S:8]([NH:11][C:12]2[CH:13]=[C:14]([CH:28]=[CH:29][CH:30]=2)[C:15]([NH:17][C:18]2[CH:23]=[CH:22][C:21]([C:24](=[NH:27])[NH:25][OH:26])=[CH:20][CH:19]=2)=[O:16])(=[O:10])=[O:9])[CH:7]=1.N1C=CC=CC=1.C(C(CCCC)[CH2:42][O:43]C(Cl)=O)C, predict the reaction product. The product is: [Cl:1][C:2]1[CH:3]=[CH:4][C:5]([O:31][CH3:32])=[C:6]([S:8]([NH:11][C:12]2[CH:13]=[C:14]([CH:28]=[CH:29][CH:30]=2)[C:15]([NH:17][C:18]2[CH:19]=[CH:20][C:21]([C:24]3[NH:27][C:42](=[O:43])[O:26][N:25]=3)=[CH:22][CH:23]=2)=[O:16])(=[O:10])=[O:9])[CH:7]=1. (3) Given the reactants CC(C)([O-])C.[K+].[F:7]/[C:8](/[C:21]1[CH:25]=[C:24]([CH3:26])[NH:23][N:22]=1)=[CH:9]\[C:10]1[CH:15]=[CH:14][C:13]([O:16][C:17]([F:20])([F:19])[F:18])=[CH:12][CH:11]=1.[CH3:27][C:28]1[CH:35]=[CH:34][C:31]([CH2:32]Br)=[CH:30][CH:29]=1, predict the reaction product. The product is: [F:7]/[C:8](/[C:21]1[CH:25]=[C:24]([CH3:26])[N:23]([CH2:27][C:28]2[CH:35]=[CH:34][C:31]([CH3:32])=[CH:30][CH:29]=2)[N:22]=1)=[CH:9]\[C:10]1[CH:11]=[CH:12][C:13]([O:16][C:17]([F:20])([F:19])[F:18])=[CH:14][CH:15]=1. (4) Given the reactants [CH:1]([C:4]1[C:5]([S:13]([C:16]2[CH:21]=[CH:20][C:19]([O:22][CH2:23][CH2:24][CH2:25]Br)=[CH:18][CH:17]=2)(=[O:15])=[O:14])=[C:6]2[N:11]([CH:12]=1)[CH:10]=[CH:9][CH:8]=[CH:7]2)([CH3:3])[CH3:2].[CH3:27][O:28][C:29]1[CH:30]=[C:31]([CH:34]=[C:35]([O:39][CH3:40])[C:36]=1[O:37][CH3:38])[CH2:32][NH2:33].C(N(CC)CC)C, predict the reaction product. The product is: [CH:1]([C:4]1[C:5]([S:13]([C:16]2[CH:21]=[CH:20][C:19]([O:22][CH2:23][CH2:24][CH2:25][NH:33][CH2:32][C:31]3[CH:34]=[C:35]([O:39][CH3:40])[C:36]([O:37][CH3:38])=[C:29]([O:28][CH3:27])[CH:30]=3)=[CH:18][CH:17]=2)(=[O:15])=[O:14])=[C:6]2[N:11]([CH:12]=1)[CH:10]=[CH:9][CH:8]=[CH:7]2)([CH3:3])[CH3:2]. (5) The product is: [CH3:18][N:17]([C:19]1[C:24]2[CH2:25][C@@H:26]3[C:36]([C:37](=[O:38])[C:23]=2[C:22]([OH:48])=[CH:21][CH:20]=1)=[C:35]([OH:39])[C@@:34]1([OH:40])[C@H:28]([C@H:29]([N:45]([CH3:47])[CH3:46])[C:30]([OH:44])=[C:31]([C:41]([NH2:43])=[O:42])[C:32]1=[O:33])[CH2:27]3)[CH3:16].[CH3:49][C:50]1[C:55]2[O:56][C@:57]3([CH3:106])[O:60][CH:61]=[CH:62][C@H:63]([O:104][CH3:105])[C@@H:64]([CH3:103])[C@@H:65]([O:99][C:100]([CH3:102])=[O:101])[C@H:66]([CH3:98])[C@H:67]([OH:97])[C@H:68]([CH3:96])[C@@H:69]([OH:95])[C@@H:70]([CH3:94])[CH:71]=[CH:72][CH:73]=[C:74]([CH3:93])[C:75]([NH:77][C:78]4[C:81](/[CH:84]=[N:85]/[N:86]5[CH2:91][CH2:90][N:89]([CH3:92])[CH2:88][CH2:87]5)=[C:82]([OH:83])[C:53]([C:54]=2[C:58]3=[O:59])=[C:52]([C:79]=4[OH:80])[C:51]=1[OH:107])=[O:76]. Given the reactants C(O[N+]([O-])=O)C(O[N+]([O-])=O)CO[N+]([O-])=O.[CH3:16][N:17]([C:19]1[C:24]2[CH2:25][C@@H:26]3[C:36]([C:37](=[O:38])[C:23]=2[C:22]([OH:48])=[CH:21][CH:20]=1)=[C:35]([OH:39])[C@@:34]1([OH:40])[C@H:28]([C@H:29]([N:45]([CH3:47])[CH3:46])[C:30]([OH:44])=[C:31]([C:41]([NH2:43])=[O:42])[C:32]1=[O:33])[CH2:27]3)[CH3:18].[CH3:49][C:50]1[C:55]2[O:56][C@:57]3([CH3:106])[O:60][CH:61]=[CH:62][C@H:63]([O:104][CH3:105])[C@@H:64]([CH3:103])[C@@H:65]([O:99][C:100]([CH3:102])=[O:101])[C@H:66]([CH3:98])[C@H:67]([OH:97])[C@H:68]([CH3:96])[C@@H:69]([OH:95])[C@@H:70]([CH3:94])[CH:71]=[CH:72][CH:73]=[C:74]([CH3:93])[C:75]([NH:77][C:78]4[C:81](/[CH:84]=[N:85]/[N:86]5[CH2:91][CH2:90][N:89]([CH3:92])[CH2:88][CH2:87]5)=[C:82]([OH:83])[C:53]([C:54]=2[C:58]3=[O:59])=[C:52]([C:79]=4[OH:80])[C:51]=1[OH:107])=[O:76], predict the reaction product.